This data is from Blood-brain barrier permeability classification from the B3DB database. The task is: Regression/Classification. Given a drug SMILES string, predict its absorption, distribution, metabolism, or excretion properties. Task type varies by dataset: regression for continuous measurements (e.g., permeability, clearance, half-life) or binary classification for categorical outcomes (e.g., BBB penetration, CYP inhibition). Dataset: b3db_classification. (1) The compound is CCc1nc(N)nc(N)c1-c1ccc(Cl)c(Cl)c1. The result is 1 (penetrates BBB). (2) The molecule is C[N+]1(C)CCC(OC(=O)C(O)(c2ccccc2)C2CCCC2)C1. The result is 0 (does not penetrate BBB). (3) The molecule is CO/N=C(\C(=O)N[C@@H]1C(=O)N2C(C(=O)O)=C(/C=C/Sc3n[nH]c(=O)c(=O)n3CC=O)CS[C@H]12)c1csc(N)n1. The result is 0 (does not penetrate BBB). (4) The compound is Nc1ccc(C(=O)NCC(=O)O)cc1. The result is 0 (does not penetrate BBB). (5) The compound is O=C1NC(=O)[C@@]2(c3ccc(Cl)cc3)C[C@@H]12. The result is 1 (penetrates BBB). (6) The molecule is C#C[C@@]1(O)CC[C@@H]2[C@@H]3CCC4=CC(=O)CC[C@@H]4[C@@H]3CC[C@@]21CC. The result is 1 (penetrates BBB). (7) The drug is OC[C@H]1O[C@@H](Oc2cc3c(O)cc(O)cc3[o+]c2-c2ccc(O)c(O)c2)[C@H](O)[C@@H](O)[C@@H]1O. The result is 1 (penetrates BBB).